From a dataset of Forward reaction prediction with 1.9M reactions from USPTO patents (1976-2016). Predict the product of the given reaction. (1) Given the reactants [Cl:1][C:2]1[C:11]2[C:6](=[CH:7][C:8]([C:12]#[N:13])=[CH:9][CH:10]=2)[CH:5]=[CH:4][C:3]=1[O:14][CH2:15][CH2:16][NH:17]C(=O)OC(C)(C)C, predict the reaction product. The product is: [Cl-:1].[Cl:1][C:2]1[C:11]2[C:6](=[CH:7][C:8]([C:12]#[N:13])=[CH:9][CH:10]=2)[CH:5]=[CH:4][C:3]=1[O:14][CH2:15][CH2:16][NH3+:17]. (2) The product is: [CH2:16]([N:9]1[C:10]2=[N:11][CH:12]=[CH:13][CH:14]=[C:15]2[C:7]([C:5]2[CH:4]=[CH:3][N:30]=[C:28]([NH:27][C:24]3[CH:25]=[CH:26][C:21]([OH:20])=[CH:22][CH:23]=3)[N:29]=2)=[CH:8]1)[CH3:17]. Given the reactants CN(C)/[CH:3]=[CH:4]/[C:5]([C:7]1[C:15]2[C:10](=[N:11][CH:12]=[CH:13][CH:14]=2)[N:9]([CH2:16][CH3:17])[CH:8]=1)=O.Cl.[OH:20][C:21]1[CH:26]=[CH:25][C:24]([NH:27][C:28]([NH2:30])=[NH:29])=[CH:23][CH:22]=1.[OH-].[Na+], predict the reaction product. (3) Given the reactants CC1C=CC(S(O[CH2:12][CH:13]2[O:18][C:17]3[CH:19]=[C:20]([F:23])[CH:21]=[CH:22][C:16]=3[O:15][CH2:14]2)(=O)=O)=CC=1.[CH2:24]([NH:27][CH2:28][CH2:29][CH3:30])[CH2:25][CH3:26], predict the reaction product. The product is: [F:23][C:20]1[CH:21]=[CH:22][C:16]2[O:15][CH2:14][CH:13]([CH2:12][N:27]([CH2:28][CH2:29][CH3:30])[CH2:24][CH2:25][CH3:26])[O:18][C:17]=2[CH:19]=1. (4) Given the reactants [NH2:1][C:2]1[CH:10]=[CH:9][C:5]([C:6]([OH:8])=[O:7])=[CH:4][N:3]=1.S(=O)(=O)(O)O.[CH3:16]O, predict the reaction product. The product is: [NH2:1][C:2]1[N:3]=[CH:4][C:5]([C:6]([O:8][CH3:16])=[O:7])=[CH:9][CH:10]=1. (5) Given the reactants [CH3:1][C:2]1[C:11]2[C:6](=[CH:7][C:8]([O:12][CH2:13][O:14][CH2:15][CH2:16][Si:17]([CH3:20])([CH3:19])[CH3:18])=[CH:9][CH:10]=2)[O:5][C:4](=[O:21])[C:3]=1[CH2:22][O:23][CH2:24][CH2:25][Si:26]([CH3:29])([CH3:28])[CH3:27].CC(C[AlH]CC(C)C)C, predict the reaction product. The product is: [CH3:1][C:2]1[C:11]2[C:6](=[CH:7][C:8]([O:12][CH2:13][O:14][CH2:15][CH2:16][Si:17]([CH3:18])([CH3:19])[CH3:20])=[CH:9][CH:10]=2)[O:5][CH:4]([OH:21])[C:3]=1[CH2:22][O:23][CH2:24][CH2:25][Si:26]([CH3:27])([CH3:29])[CH3:28]. (6) The product is: [CH3:1][C:2]1([CH3:18])[C:11]2[C:6](=[CH:7][C:8]([N+:14]([O-:16])=[O:15])=[C:9]([O:12][CH3:13])[CH:10]=2)[NH:5][CH2:4][CH2:3]1. Given the reactants [CH3:1][C:2]1([CH3:18])[C:11]2[C:6](=[CH:7][C:8]([N+:14]([O-:16])=[O:15])=[C:9]([O:12][CH3:13])[CH:10]=2)[NH:5][C:4](=O)[CH2:3]1.B.CSC, predict the reaction product. (7) Given the reactants [CH3:1][C@@H:2]1[CH2:8][C:7]2[CH:9]=[C:10]3[O:15][CH2:14][O:13][C:11]3=[CH:12][C:6]=2[C:5]([C:16]2[CH:21]=[CH:20][C:19]([N+:22]([O-:24])=[O:23])=[CH:18][CH:17]=2)=[N:4][N:3]1[C:25]([NH:27][NH:28][C:29](=[O:31])[CH3:30])=S.C(O)C, predict the reaction product. The product is: [CH3:1][C@@H:2]1[CH2:8][C:7]2[CH:9]=[C:10]3[O:15][CH2:14][O:13][C:11]3=[CH:12][C:6]=2[C:5]([C:16]2[CH:21]=[CH:20][C:19]([N+:22]([O-:24])=[O:23])=[CH:18][CH:17]=2)=[N:4][N:3]1[C:25]1[O:31][C:29]([CH3:30])=[N:28][N:27]=1.